This data is from Peptide-MHC class I binding affinity with 185,985 pairs from IEDB/IMGT. The task is: Regression. Given a peptide amino acid sequence and an MHC pseudo amino acid sequence, predict their binding affinity value. This is MHC class I binding data. The peptide sequence is RMYSPTSI. The MHC is HLA-A01:01 with pseudo-sequence HLA-A01:01. The binding affinity (normalized) is 0.